Dataset: Catalyst prediction with 721,799 reactions and 888 catalyst types from USPTO. Task: Predict which catalyst facilitates the given reaction. Reactant: [NH2:1][C:2]1[C:3]2[C:10]([C:11]3[CH:16]=[CH:15][CH:14]=[C:13]([O:17][CH2:18][C@H:19]4[CH2:24][CH2:23][CH2:22][CH2:21][O:20]4)[CH:12]=3)=[CH:9][N:8]([C@@H:25]3[CH2:28][C@H:27]([CH2:29][OH:30])[CH2:26]3)[C:4]=2[N:5]=[CH:6][N:7]=1.[C:31]1([CH3:41])[CH:36]=[CH:35][C:34]([S:37](Cl)(=[O:39])=[O:38])=[CH:33][CH:32]=1. Product: [NH2:1][C:2]1[C:3]2[C:10]([C:11]3[CH:16]=[CH:15][CH:14]=[C:13]([O:17][CH2:18][C@H:19]4[CH2:24][CH2:23][CH2:22][CH2:21][O:20]4)[CH:12]=3)=[CH:9][N:8]([C@@H:25]3[CH2:28][C@H:27]([CH2:29][O:30][S:37]([C:34]4[CH:35]=[CH:36][C:31]([CH3:41])=[CH:32][CH:33]=4)(=[O:39])=[O:38])[CH2:26]3)[C:4]=2[N:5]=[CH:6][N:7]=1. The catalyst class is: 17.